Task: Regression. Given a peptide amino acid sequence and an MHC pseudo amino acid sequence, predict their binding affinity value. This is MHC class I binding data.. Dataset: Peptide-MHC class I binding affinity with 185,985 pairs from IEDB/IMGT (1) The peptide sequence is MSRKLHRYI. The MHC is HLA-B07:02 with pseudo-sequence HLA-B07:02. The binding affinity (normalized) is 0.0847. (2) The peptide sequence is PSEKRIGAY. The MHC is HLA-B08:01 with pseudo-sequence HLA-B08:01. The binding affinity (normalized) is 0.0847. (3) The peptide sequence is SIIGRLLEV. The MHC is HLA-C15:02 with pseudo-sequence HLA-C15:02. The binding affinity (normalized) is 0.936. (4) The peptide sequence is KSINVEYRF. The MHC is HLA-A32:01 with pseudo-sequence HLA-A32:01. The binding affinity (normalized) is 0.961.